From a dataset of Forward reaction prediction with 1.9M reactions from USPTO patents (1976-2016). Predict the product of the given reaction. (1) Given the reactants [CH3:1][C:2]1[N:3]=[C:4](Cl)[C:5]2[CH:10]=[C:9]([CH3:11])[S:8][C:6]=2[N:7]=1.[NH2:13][CH2:14][CH:15]([C:17]1[CH:22]=[CH:21][CH:20]=[CH:19][CH:18]=1)[OH:16], predict the reaction product. The product is: [CH3:1][C:2]1[N:3]=[C:4]([NH:13][CH2:14][CH:15]([C:17]2[CH:22]=[CH:21][CH:20]=[CH:19][CH:18]=2)[OH:16])[C:5]2[CH:10]=[C:9]([CH3:11])[S:8][C:6]=2[N:7]=1. (2) Given the reactants CC1C=CC(S(O[CH2:12][CH:13]2[O:18][C:17]3[CH:19]=[C:20]([F:24])[CH:21]=[C:22]([F:23])[C:16]=3[O:15][CH2:14]2)(=O)=O)=CC=1.[CH2:25]([NH2:28])[CH2:26][CH3:27], predict the reaction product. The product is: [F:23][C:22]1[C:16]2[O:15][CH2:14][CH:13]([CH2:12][NH:28][CH2:25][CH2:26][CH3:27])[O:18][C:17]=2[CH:19]=[C:20]([F:24])[CH:21]=1.